From a dataset of Acute oral toxicity (LD50) regression data from Zhu et al.. Regression/Classification. Given a drug SMILES string, predict its toxicity properties. Task type varies by dataset: regression for continuous values (e.g., LD50, hERG inhibition percentage) or binary classification for toxic/non-toxic outcomes (e.g., AMES mutagenicity, cardiotoxicity, hepatotoxicity). Dataset: ld50_zhu. (1) The molecule is CCOC(=O)CN(C(=O)CCl)c1c(CC)cccc1CC. The rat oral LD50 is 2.13, given as -log10 of the dose in mol/kg body weight (higher means more acutely toxic). (2) The compound is C1CCC(CNC2=NCCS2)CC1. The rat oral LD50 is 3.60, given as -log10 of the dose in mol/kg body weight (higher means more acutely toxic). (3) The compound is COC(=O)c1c(Cl)c(Cl)c(C(=O)SC)c(Cl)c1Cl. The rat oral LD50 is 2.02, given as -log10 of the dose in mol/kg body weight (higher means more acutely toxic).